The task is: Predict the reactants needed to synthesize the given product.. This data is from Full USPTO retrosynthesis dataset with 1.9M reactions from patents (1976-2016). Given the product [C:24]([NH:27][C:28]1[CH:33]=[C:32]([C:2]2[N:7]3[N:8]=[CH:9][CH:10]=[C:6]3[N:5]=[C:4]([NH:11][C:12](=[O:23])[C:13]3[CH:18]=[CH:17][C:16]([C:19]([OH:22])([CH3:21])[CH3:20])=[CH:15][CH:14]=3)[CH:3]=2)[CH:31]=[CH:30][CH:29]=1)(=[O:26])[CH3:25], predict the reactants needed to synthesize it. The reactants are: Cl[C:2]1[N:7]2[N:8]=[CH:9][CH:10]=[C:6]2[N:5]=[C:4]([NH:11][C:12](=[O:23])[C:13]2[CH:18]=[CH:17][C:16]([C:19]([OH:22])([CH3:21])[CH3:20])=[CH:15][CH:14]=2)[CH:3]=1.[C:24]([NH:27][C:28]1[CH:29]=[C:30](B(O)O)[CH:31]=[CH:32][CH:33]=1)(=[O:26])[CH3:25].